From a dataset of Reaction yield outcomes from USPTO patents with 853,638 reactions. Predict the reaction yield, written as a fraction of the theoretical maximum amount of product (1.0 means a 100% yield; for example, 0.34 means a 34% yield). (1) The yield is 0.910. The catalyst is O1CCCC1. The product is [CH:1]1([O:6][C:7]2[CH:8]=[C:9]([CH:15]([N:20]3[CH2:28][C:27]4[C:22](=[CH:23][CH:24]=[CH:25][CH:26]=4)[C:21]3=[O:29])[CH2:16][C:17]([NH:43][OH:44])=[O:18])[CH:10]=[CH:11][C:12]=2[O:13][CH3:14])[CH2:5][CH2:4][CH2:3][CH2:2]1. The reactants are [CH:1]1([O:6][C:7]2[CH:8]=[C:9]([CH:15]([N:20]3[CH2:28][C:27]4[C:22](=[CH:23][CH:24]=[CH:25][CH:26]=4)[C:21]3=[O:29])[CH2:16][C:17](O)=[O:18])[CH:10]=[CH:11][C:12]=2[O:13][CH3:14])[CH2:5][CH2:4][CH2:3][CH2:2]1.C(N1C=CN=C1)(N1C=CN=C1)=O.Cl.[NH2:43][OH:44]. (2) The reactants are [N:1]1([CH2:6][CH2:7][CH2:8][O:9][C:10]2[CH:15]=[CH:14][C:13]([C:16]3([CH:22]=O)[CH2:21][CH2:20][O:19][CH2:18][CH2:17]3)=[CH:12][CH:11]=2)[CH2:5][CH2:4][CH2:3][CH2:2]1.[OH:24][CH:25]1[CH2:30][CH2:29][NH:28][CH2:27][CH2:26]1. The yield is 0.730. The product is [N:1]1([CH2:6][CH2:7][CH2:8][O:9][C:10]2[CH:15]=[CH:14][C:13]([C:16]3([CH2:22][N:28]4[CH2:29][CH2:30][CH:25]([OH:24])[CH2:26][CH2:27]4)[CH2:17][CH2:18][O:19][CH2:20][CH2:21]3)=[CH:12][CH:11]=2)[CH2:2][CH2:3][CH2:4][CH2:5]1. The catalyst is CC(C)[O-].[Ti+4].CC(C)[O-].CC(C)[O-].CC(C)[O-].C(O)C. (3) The reactants are [NH:1]1[CH2:6][CH2:5][CH2:4][CH2:3][CH2:2]1.Cl.C(N=C=NCCCN(C)C)C.[CH3:19][O:20][C:21]1[C:22](=[O:49])[C:23]([CH3:48])=[C:24]([CH2:30][C:31]2[C:32]([O:40][CH2:41][C:42]3[CH:47]=[CH:46][CH:45]=[CH:44][CH:43]=3)=[C:33]([CH:37]=[CH:38][CH:39]=2)[C:34](O)=[O:35])[C:25](=[O:29])[C:26]=1[O:27][CH3:28]. The yield is 0.550. The catalyst is C(Cl)Cl. The product is [CH3:19][O:20][C:21]1[C:22](=[O:49])[C:23]([CH3:48])=[C:24]([CH2:30][C:31]2[C:32]([O:40][CH2:41][C:42]3[CH:43]=[CH:44][CH:45]=[CH:46][CH:47]=3)=[C:33]([CH:37]=[CH:38][CH:39]=2)[C:34]([N:1]2[CH2:6][CH2:5][CH2:4][CH2:3][CH2:2]2)=[O:35])[C:25](=[O:29])[C:26]=1[O:27][CH3:28]. (4) The catalyst is C1C=CC=CC=1. The yield is 0.230. The product is [Br:1][C:2]1[CH:3]=[CH:4][C:5]([N:8]2[C:16]3[C:11](=[CH:12][CH:13]=[CH:14][CH:15]=3)[C:10]([CH3:17])=[N:9]2)=[CH:6][CH:7]=1. The reactants are [Br:1][C:2]1[CH:7]=[CH:6][C:5]([N:8]2[C:16]3[CH2:15][CH2:14][CH2:13][CH2:12][C:11]=3[C:10]([CH3:17])=[N:9]2)=[CH:4][CH:3]=1.C(C1C(=O)C(Cl)=C(Cl)C(=O)C=1C#N)#N. (5) The reactants are C([BH3-])#N.[Na+].[Cl:5][C:6]1[CH:7]=[C:8]([CH:24]=[CH:25][C:26]=1[Cl:27])[CH2:9][N:10]1[C:18]2[C:13](=[CH:14][C:15]([NH2:19])=[CH:16][CH:17]=2)[CH:12]=[C:11]1[C:20]([O:22][CH3:23])=[O:21].[C:28]([O:32][CH2:33][CH3:34])(=[O:31])[CH:29]=O.C(O)(=O)C. The catalyst is CO. The yield is 0.670. The product is [Cl:5][C:6]1[CH:7]=[C:8]([CH:24]=[CH:25][C:26]=1[Cl:27])[CH2:9][N:10]1[C:18]2[C:13](=[CH:14][C:15]([NH:19][CH2:29][C:28]([O:32][CH2:33][CH3:34])=[O:31])=[CH:16][CH:17]=2)[CH:12]=[C:11]1[C:20]([O:22][CH3:23])=[O:21]. (6) The reactants are Br[C:2]1[C:6](=[O:7])[C:5]2([CH2:11][CH2:10][CH2:9][CH2:8]2)[O:4][C:3]=1[C:12]1[CH:17]=[CH:16][N:15]=[CH:14][CH:13]=1.CC1(C)C(C)(C)OB([C:26]2[CH:43]=[CH:42][C:29]([O:30][CH2:31][C:32]3[CH:41]=[CH:40][C:39]4[C:34](=[CH:35][CH:36]=[CH:37][CH:38]=4)[N:33]=3)=[CH:28][CH:27]=2)O1.C([O-])([O-])=O.[Cs+].[Cs+]. The catalyst is C1(C)C=CC=CC=1.O. The product is [N:15]1[CH:16]=[CH:17][C:12]([C:3]2[O:4][C:5]3([CH2:11][CH2:10][CH2:9][CH2:8]3)[C:6](=[O:7])[C:2]=2[C:26]2[CH:27]=[CH:28][C:29]([O:30][CH2:31][C:32]3[CH:41]=[CH:40][C:39]4[C:34](=[CH:35][CH:36]=[CH:37][CH:38]=4)[N:33]=3)=[CH:42][CH:43]=2)=[CH:13][CH:14]=1. The yield is 0.0500. (7) The yield is 1.00. The catalyst is CO.O. The product is [O:1]1[C:5]2([CH2:6][CH2:7][CH:8]([N:11]3[CH:15]=[C:14]([C:16]4[C:24]5[C:19](=[CH:20][C:21]([F:25])=[CH:22][CH:23]=5)[NH:18][CH:17]=4)[CH:13]=[N:12]3)[CH2:9][CH2:10]2)[O:4][CH2:3][CH2:2]1. The reactants are [O:1]1[C:5]2([CH2:10][CH2:9][CH:8]([N:11]3[CH:15]=[C:14]([C:16]4[C:24]5[C:19](=[CH:20][C:21]([F:25])=[CH:22][CH:23]=5)[N:18](S(C5C=CC=CC=5)(=O)=O)[CH:17]=4)[CH:13]=[N:12]3)[CH2:7][CH2:6]2)[O:4][CH2:3][CH2:2]1.FC1C=C2C(C(C3C=NN([C@H]4C[C@H](C(O)=O)C4)C=3)=CN2S(C2C=CC=CC=2)(=O)=O)=CC=1.[OH-].[Na+].